From a dataset of Reaction yield outcomes from USPTO patents with 853,638 reactions. Predict the reaction yield, written as a fraction of the theoretical maximum amount of product (1.0 means a 100% yield; for example, 0.34 means a 34% yield). (1) The reactants are [CH:1]([N:4]1[CH2:9][CH2:8][CH:7]([O:10][C:11]2[CH:16]=[CH:15][C:14]([C:17]3([CH2:23][NH:24][C:25](=O)OC(C)(C)C)[CH2:22][CH2:21][O:20][CH2:19][CH2:18]3)=[CH:13][CH:12]=2)[CH2:6][CH2:5]1)([CH3:3])[CH3:2].[H-].[H-].[H-].[H-].[Li+].[Al+3].O.[OH-].[Na+]. The catalyst is C1COCC1.ClCCl.CO. The product is [CH:1]([N:4]1[CH2:9][CH2:8][CH:7]([O:10][C:11]2[CH:16]=[CH:15][C:14]([C:17]3([CH2:23][NH:24][CH3:25])[CH2:18][CH2:19][O:20][CH2:21][CH2:22]3)=[CH:13][CH:12]=2)[CH2:6][CH2:5]1)([CH3:3])[CH3:2]. The yield is 0.940. (2) The reactants are [O:1]=[C:2]1[CH:6]([C:7]([O:9][CH2:10][CH3:11])=[O:8])[CH2:5][C:4](=[O:12])[NH:3]1.[N:13]([C:25]([O:27][CH2:28][C:29]1[CH:34]=[CH:33][CH:32]=[CH:31][CH:30]=1)=[O:26])=[N:14][C:15]([O:17][CH2:18][C:19]1[CH:24]=[CH:23][CH:22]=[CH:21][CH:20]=1)=[O:16].C(=O)([O-])[O-].[K+].[K+]. The catalyst is C(OCC)(=O)C. The product is [CH2:28]([O:27][C:25]([N:13]([C:6]1([C:7]([O:9][CH2:10][CH3:11])=[O:8])[CH2:5][C:4](=[O:12])[NH:3][C:2]1=[O:1])[NH:14][C:15]([O:17][CH2:18][C:19]1[CH:24]=[CH:23][CH:22]=[CH:21][CH:20]=1)=[O:16])=[O:26])[C:29]1[CH:30]=[CH:31][CH:32]=[CH:33][CH:34]=1. The yield is 0.940. (3) The product is [CH3:1][C:2]1[C:3]([C:16]2[CH:17]=[C:18]([C:21]([O:26][CH3:27])=[CH:22][C:23]=2[O:24][CH3:25])[CH:19]=[O:20])=[CH:4][C:5]2[C:6]([CH3:15])([CH3:14])[CH2:7][CH2:8][C:9]([CH3:12])([CH3:13])[C:10]=2[CH:11]=1. The yield is 0.970. The catalyst is CC(C)=O. The reactants are [CH3:1][C:2]1[C:3]([C:16]2[CH:17]=[C:18]([C:21]([OH:26])=[CH:22][C:23]=2[O:24][CH3:25])[CH:19]=[O:20])=[CH:4][C:5]2[C:6]([CH3:15])([CH3:14])[CH2:7][CH2:8][C:9]([CH3:13])([CH3:12])[C:10]=2[CH:11]=1.[CH3:27]OS(OC)(=O)=O.C(=O)([O-])[O-].[K+].[K+]. (4) The reactants are [CH3:1][C:2]1([CH3:18])[C:6]([CH3:8])([CH3:7])[O:5][B:4]([C:9]2[CH:10]=[C:11]([C:14]([O:16][CH3:17])=[O:15])[NH:12][CH:13]=2)[O:3]1.Br[CH2:20][CH2:21][CH2:22][O:23][CH2:24][C:25]1[CH:30]=[CH:29][CH:28]=[CH:27][CH:26]=1.C(=O)([O-])[O-].[Cs+].[Cs+]. The catalyst is CN(C=O)C.O. The product is [CH2:24]([O:23][CH2:22][CH2:21][CH2:20][N:12]1[CH:13]=[C:9]([B:4]2[O:3][C:2]([CH3:18])([CH3:1])[C:6]([CH3:7])([CH3:8])[O:5]2)[CH:10]=[C:11]1[C:14]([O:16][CH3:17])=[O:15])[C:25]1[CH:30]=[CH:29][CH:28]=[CH:27][CH:26]=1. The yield is 0.460.